This data is from Full USPTO retrosynthesis dataset with 1.9M reactions from patents (1976-2016). The task is: Predict the reactants needed to synthesize the given product. (1) Given the product [CH:22]1([NH:27][C:19]([C:10]2[CH:9]=[C:8]([C:5]3[CH:4]=[CH:3][C:2]([Cl:1])=[CH:7][N:6]=3)[N:12]([C:13]3[CH:14]=[N:15][CH:16]=[CH:17][CH:18]=3)[N:11]=2)=[O:21])[CH2:26][CH2:25][CH2:24][CH2:23]1, predict the reactants needed to synthesize it. The reactants are: [Cl:1][C:2]1[CH:3]=[CH:4][C:5]([C:8]2[N:12]([C:13]3[CH:14]=[N:15][CH:16]=[CH:17][CH:18]=3)[N:11]=[C:10]([C:19]([OH:21])=O)[CH:9]=2)=[N:6][CH:7]=1.[CH:22]1([NH2:27])[CH2:26][CH2:25][CH2:24][CH2:23]1. (2) The reactants are: [NH2:1][C:2]1[NH:6][C:5]([CH:7]2[CH2:13][CH2:12][NH:11][C:10](=[O:14])[C:9]3[NH:15][C:16]([Cl:19])=[C:17]([Cl:18])[C:8]2=3)=[CH:4][N:3]=1.BrBr.CC(O)=[O:24]. Given the product [NH2:1][C:2]1[NH:6][C:5](=[C:7]2[CH2:13][CH2:12][NH:11][C:10](=[O:14])[C:9]3[NH:15][C:16]([Cl:19])=[C:17]([Cl:18])[C:8]2=3)[C:4](=[O:24])[N:3]=1, predict the reactants needed to synthesize it. (3) Given the product [Cl:25][C:20]1[CH:21]=[CH:22][CH:23]=[CH:24][C:19]=1[N:17]([CH3:18])[C:15]([C:13]1[S:12][C:11]2[C:5]3[CH:4]=[CH:3][C:2]([C:39]4[CH:38]=[C:37]([CH2:41][C:42]([O:44][CH3:45])=[O:43])[CH:36]=[CH:35][CH:40]=4)=[CH:26][C:6]=3[O:7][CH2:8][CH2:9][C:10]=2[CH:14]=1)=[O:16], predict the reactants needed to synthesize it. The reactants are: Br[C:2]1[CH:3]=[CH:4][C:5]2[C:11]3[S:12][C:13]([C:15]([N:17]([C:19]4[CH:24]=[CH:23][CH:22]=[CH:21][C:20]=4[Cl:25])[CH3:18])=[O:16])=[CH:14][C:10]=3[CH2:9][CH2:8][O:7][C:6]=2[CH:26]=1.CC1(C)C(C)(C)OB([C:35]2[CH:36]=[C:37]([CH2:41][C:42]([O:44][CH3:45])=[O:43])[CH:38]=[CH:39][CH:40]=2)O1.C([O-])(=O)C.[K+]. (4) Given the product [C:25]([Si:22]([O:29][C:30]1[CH:37]=[CH:36][C:35]2[C:40](=[CH:39][CH:38]=[C:33]([CH2:32][CH2:18][CH:17]=[CH:21][O:20][CH3:19])[CH:34]=2)[CH:31]=1)([CH3:23])[CH3:24])([CH3:27])([CH3:26])[CH3:28], predict the reactants needed to synthesize it. The reactants are: [Cl-].COC[P+](F)(F)F.C([N-]C(C)C)(C)C.[Li+].[CH2:17]1[CH2:21][O:20][CH2:19][CH2:18]1.[Si:22]([O:29][CH2:30][C:31]1[CH:32]=[C:33]2[C:38](=[CH:39][CH:40]=1)[CH:37]=[C:36](CCC=O)[CH:35]=[CH:34]2)([C:25]([CH3:28])([CH3:27])[CH3:26])([CH3:24])[CH3:23]. (5) Given the product [F:19][C:10]1[C:9]([O:8][CH2:7][C:5]2[S:6][CH:2]=[C:3]([C:20]3[CH:25]=[CH:24][C:23]([O:26][CH3:27])=[CH:22][CH:21]=3)[N:4]=2)=[CH:17][CH:16]=[C:15]([F:18])[C:11]=1[C:12]([NH2:14])=[O:13], predict the reactants needed to synthesize it. The reactants are: Br[C:2]1[S:6][C:5]([CH2:7][O:8][C:9]2[C:10]([F:19])=[C:11]([C:15]([F:18])=[CH:16][CH:17]=2)[C:12]([NH2:14])=[O:13])=[N:4][C:3]=1[C:20]1[CH:25]=[CH:24][C:23]([O:26][CH3:27])=[CH:22][CH:21]=1.O.[OH-].[Na+]. (6) Given the product [CH2:18]([O:11][C:3]1[CH:4]=[CH:5][C:6]([C:8](=[O:9])[CH3:10])=[CH:7][C:2]=1[CH3:1])[C:19]1[CH:24]=[CH:23][CH:22]=[CH:21][CH:20]=1, predict the reactants needed to synthesize it. The reactants are: [CH3:1][C:2]1[CH:7]=[C:6]([C:8]([CH3:10])=[O:9])[CH:5]=[CH:4][C:3]=1[OH:11].C(=O)([O-])[O-].[K+].[K+].[CH2:18](Br)[C:19]1[CH:24]=[CH:23][CH:22]=[CH:21][CH:20]=1. (7) Given the product [CH3:1][NH:2][C:3]([C:5]1[C:6]2[C@H:7]([CH2:40][C:39]([F:43])([F:42])[F:38])[C@@H:8]([OH:26])[C@@H:9]([C:20]3[CH:25]=[CH:24][CH:23]=[CH:22][CH:21]=3)[NH:10][C:11]=2[C:12]2[N:17]=[C:16]([CH3:18])[N:15]([CH3:19])[C:13]=2[CH:14]=1)=[O:4], predict the reactants needed to synthesize it. The reactants are: [CH3:1][NH:2][C:3]([C:5]1[C:6]2[C@@H:7](O)[C@H:8]([OH:26])[C@@H:9]([C:20]3[CH:25]=[CH:24][CH:23]=[CH:22][CH:21]=3)[NH:10][C:11]=2[C:12]2[N:17]=[C:16]([CH3:18])[N:15]([CH3:19])[C:13]=2[CH:14]=1)=[O:4].CS(O)(=O)=O.C(=O)([O-])O.[Na+].[F:38][C:39]([F:43])([F:42])[CH2:40]O.